This data is from Full USPTO retrosynthesis dataset with 1.9M reactions from patents (1976-2016). The task is: Predict the reactants needed to synthesize the given product. (1) Given the product [Cl:12][C:6]1[CH:7]=[C:8]([Cl:11])[CH:9]=[CH:10][C:5]=1[C:3](=[O:4])[CH2:2][N:13]1[CH:17]=[CH:16][N:15]=[CH:14]1, predict the reactants needed to synthesize it. The reactants are: Cl[CH2:2][C:3]([C:5]1[CH:10]=[CH:9][C:8]([Cl:11])=[CH:7][C:6]=1[Cl:12])=[O:4].[NH:13]1[CH:17]=[CH:16][N:15]=[CH:14]1.ClCCl.O. (2) Given the product [C:27]([N:23]1[CH2:24][CH2:25][N:20]([CH2:19][C:17]2[CH:16]=[CH:15][N:14]=[C:13]([C:5]3[CH:6]=[C:7]([O:11][CH3:12])[C:8]([O:9][CH3:10])=[C:3]([O:2][CH3:1])[CH:4]=3)[CH:18]=2)[CH2:21][CH2:22]1)(=[O:34])[C:28]1[CH:33]=[CH:32][CH:31]=[N:30][CH:29]=1.[ClH:35], predict the reactants needed to synthesize it. The reactants are: [CH3:1][O:2][C:3]1[CH:4]=[C:5]([C:13]2[CH:18]=[C:17]([CH2:19][N:20]3[CH2:25][CH2:24][NH:23][CH2:22][CH2:21]3)[CH:16]=[CH:15][N:14]=2)[CH:6]=[C:7]([O:11][CH3:12])[C:8]=1[O:9][CH3:10].Cl.[C:27]([Cl:35])(=[O:34])[C:28]1[CH:33]=[CH:32][CH:31]=[N:30][CH:29]=1. (3) Given the product [OH:8][N:9]1[C:10]2[C:11](=[CH:17][CH:18]=[CH:19][N:20]=2)[C:12]([OH:14])=[C:22]([CH2:23][C:24]([O:26][CH2:27][CH3:28])=[O:25])[C:21]1=[O:29], predict the reactants needed to synthesize it. The reactants are: C([O:8][N:9]([C:21](=[O:29])[CH2:22][CH2:23][C:24]([O:26][CH2:27][CH3:28])=[O:25])[C:10]1[N:20]=[CH:19][CH:18]=[CH:17][C:11]=1[C:12]([O:14]CC)=O)C1C=CC=CC=1.[H-].[K+].